This data is from Forward reaction prediction with 1.9M reactions from USPTO patents (1976-2016). The task is: Predict the product of the given reaction. (1) Given the reactants [CH3:1][O:2][C:3]([C:5]1[CH:6]=[N:7][N:8]2[C:13](Cl)=[C:12]([C:15]3[C:20]([F:21])=[CH:19][CH:18]=[CH:17][C:16]=3[F:22])[C:11]([Cl:23])=[N:10][C:9]=12)=[O:4], predict the reaction product. The product is: [CH3:1][O:2][C:3]([C:5]1[CH:6]=[N:7][N:8]2[CH:13]=[C:12]([C:15]3[C:20]([F:21])=[CH:19][CH:18]=[CH:17][C:16]=3[F:22])[C:11]([Cl:23])=[N:10][C:9]=12)=[O:4]. (2) Given the reactants [C:1]([OH:13])(=[O:12])[CH2:2][CH2:3][CH2:4][CH2:5][CH2:6][CH2:7][CH2:8][C:9](O)=O.[C:14]([OH:33])(=[O:32])[CH2:15][CH2:16][CH2:17][CH2:18][CH2:19][CH2:20][CH2:21]/[CH:22]=C\CCCCCCCC, predict the reaction product. The product is: [C:14]([OH:33])(=[O:32])[CH2:15][CH2:16][CH2:17][CH2:18][CH2:19][CH2:20][CH2:21][CH:22]=[CH:9][CH2:8][CH2:7][CH2:6][CH2:5][CH2:4][CH2:3][CH2:2][C:1]([OH:13])=[O:12]. (3) Given the reactants [F:1][C:2]([F:15])([F:14])[C:3]([C:5]1[CH:6]=[C:7]2[C:11](=[CH:12][CH:13]=1)[NH:10][CH:9]=[CH:8]2)=[O:4].C(OC([N:23]1[C:28]([CH3:30])([CH3:29])[CH2:27][CH2:26]OS1(=O)=O)=O)(C)(C)C, predict the reaction product. The product is: [NH2:23][C:28]([CH3:30])([CH3:29])[CH2:27][CH2:26][N:10]1[C:11]2[C:7](=[CH:6][C:5]([C:3](=[O:4])[C:2]([F:1])([F:14])[F:15])=[CH:13][CH:12]=2)[CH:8]=[CH:9]1. (4) Given the reactants [F:1][CH:2]([F:22])[O:3][CH2:4][CH2:5][C@H:6]([NH:17][C:18]([O:20][CH3:21])=[O:19])[C:7]([O:9]CC1C=CC=CC=1)=[O:8], predict the reaction product. The product is: [F:1][CH:2]([F:22])[O:3][CH2:4][CH2:5][C@H:6]([NH:17][C:18]([O:20][CH3:21])=[O:19])[C:7]([OH:9])=[O:8]. (5) Given the reactants Br[C:2]1[CH:22]=[CH:21][C:5]([O:6][CH2:7][CH:8]2[CH2:13][CH2:12][N:11]([CH2:14][C:15]([CH2:19][CH3:20])([F:18])[CH2:16][CH3:17])[CH2:10][CH2:9]2)=[CH:4][CH:3]=1.[CH3:23][O:24][C:25]([C:27]1[CH:32]=[CH:31][C:30](B(O)O)=[CH:29][CH:28]=1)=[O:26].C([O-])([O-])=O.[Cs+].[Cs+], predict the reaction product. The product is: [CH2:16]([C:15]([F:18])([CH2:19][CH3:20])[CH2:14][N:11]1[CH2:12][CH2:13][CH:8]([CH2:7][O:6][C:5]2[CH:21]=[CH:22][C:2]([C:30]3[CH:31]=[CH:32][C:27]([C:25]([O:24][CH3:23])=[O:26])=[CH:28][CH:29]=3)=[CH:3][CH:4]=2)[CH2:9][CH2:10]1)[CH3:17]. (6) Given the reactants Br[CH:2]1[CH2:5][CH2:4][CH2:3]1.[Br:6][C:7]1[CH:8]=[C:9]([CH:12]=[CH:13][C:14]=1[OH:15])[C:10]#[N:11].C([O-])([O-])=O.[K+].[K+], predict the reaction product. The product is: [Br:6][C:7]1[CH:8]=[C:9]([CH:12]=[CH:13][C:14]=1[O:15][CH:2]1[CH2:5][CH2:4][CH2:3]1)[C:10]#[N:11]. (7) Given the reactants C([O:3][C:4]([CH2:6][N:7]([CH2:13][CH2:14][C:15]1[S:16][C:17](Br)=[CH:18][CH:19]=1)[C:8](=[O:12])[O:9][CH2:10][CH3:11])=[O:5])C.[OH-].[Na+], predict the reaction product. The product is: [CH2:10]([O:9][C:8]([N:7]([CH2:6][C:4]([OH:5])=[O:3])[CH2:13][CH2:14][C:15]1[S:16][CH:17]=[CH:18][CH:19]=1)=[O:12])[CH3:11].